The task is: Predict the product of the given reaction.. This data is from Forward reaction prediction with 1.9M reactions from USPTO patents (1976-2016). (1) Given the reactants Cl[C:2]1[C:7]([CH:8]=[CH:9][C:10]([NH:12][CH2:13][C:14]2[CH:19]=[CH:18][C:17]([NH:20][S:21]([CH3:24])(=[O:23])=[O:22])=[C:16]([F:25])[CH:15]=2)=[O:11])=[CH:6][CH:5]=[C:4]([C:26]([F:29])([F:28])[F:27])[N:3]=1.CN(C=O)C.[NH:35]1[CH2:39][CH2:38][CH:37]([OH:40])[CH2:36]1, predict the reaction product. The product is: [F:25][C:16]1[CH:15]=[C:14]([CH:19]=[CH:18][C:17]=1[NH:20][S:21]([CH3:24])(=[O:23])=[O:22])[CH2:13][NH:12][C:10](=[O:11])[CH:9]=[CH:8][C:7]1[C:2]([N:35]2[CH2:39][CH2:38][CH:37]([OH:40])[CH2:36]2)=[N:3][C:4]([C:26]([F:29])([F:28])[F:27])=[CH:5][CH:6]=1. (2) Given the reactants Cl.Cl.[CH3:3][C:4]([CH3:29])([CH3:28])[C:5]([O:7][CH2:8][N:9]1[CH:13]=[CH:12][N:11]=[C:10]1[C@H:14]1[C@H:23]2[CH2:24][CH2:25][NH:26][C@H:22]2[C:21]2[CH:20]=[C:19]([F:27])[CH:18]=[CH:17][C:16]=2[NH:15]1)=[O:6].[F:30][C:31]1([F:55])[CH2:36][C@H:35]([C:37](O)=[O:38])[C@H:34]([NH:40][C:41]([C:43]2[CH:48]=[CH:47][C:46]([N:49]3[CH:53]=[CH:52][C:51]([CH3:54])=[N:50]3)=[CH:45][CH:44]=2)=[O:42])[CH2:33][CH2:32]1, predict the reaction product. The product is: [CH3:3][C:4]([CH3:29])([CH3:28])[C:5]([O:7][CH2:8][N:9]1[CH:13]=[CH:12][N:11]=[C:10]1[C@H:14]1[C@H:23]2[CH2:24][CH2:25][N:26]([C:37]([C@H:35]3[CH2:36][C:31]([F:55])([F:30])[CH2:32][CH2:33][C@H:34]3[NH:40][C:41]([C:43]3[CH:48]=[CH:47][C:46]([N:49]4[CH:53]=[CH:52][C:51]([CH3:54])=[N:50]4)=[CH:45][CH:44]=3)=[O:42])=[O:38])[C@H:22]2[C:21]2[CH:20]=[C:19]([F:27])[CH:18]=[CH:17][C:16]=2[NH:15]1)=[O:6]. (3) Given the reactants [F:1][C:2]1[CH:10]=[CH:9][CH:8]=[CH:7][C:3]=1[C:4](Cl)=[O:5].[CH2:11]([NH:18][C:19]([C:21]1[S:25][C:24]([NH2:26])=[N:23][C:22]=1[CH3:27])=[O:20])[C:12]1[CH:17]=[CH:16][CH:15]=[CH:14][CH:13]=1, predict the reaction product. The product is: [CH2:11]([NH:18][C:19]([C:21]1[S:25][C:24]([NH:26][C:4](=[O:5])[C:3]2[CH:7]=[CH:8][CH:9]=[CH:10][C:2]=2[F:1])=[N:23][C:22]=1[CH3:27])=[O:20])[C:12]1[CH:17]=[CH:16][CH:15]=[CH:14][CH:13]=1. (4) Given the reactants [Cl:1][C:2]1[CH:3]=[C:4]([C:9]2([C:14]([F:17])([F:16])[F:15])[CH2:13][CH2:12][NH:11][CH2:10]2)[CH:5]=[C:6]([Cl:8])[CH:7]=1.F[C:19]1[CH:26]=[CH:25][C:22]([C:23]#[N:24])=[CH:21][CH:20]=1.C(=O)([O-])[O-].[K+].[K+], predict the reaction product. The product is: [Cl:8][C:6]1[CH:5]=[C:4]([C:9]2([C:14]([F:17])([F:16])[F:15])[CH2:13][CH2:12][N:11]([C:19]3[CH:26]=[CH:25][C:22]([C:23]#[N:24])=[CH:21][CH:20]=3)[CH2:10]2)[CH:3]=[C:2]([Cl:1])[CH:7]=1. (5) Given the reactants [Cl:1][C:2]1[CH:7]=[C:6]([Cl:8])[CH:5]=[CH:4][C:3]=1[C:9]1[CH:14]=[CH:13][N:12]=[C:11]([NH:15][CH:16]([CH3:20])[CH2:17][O:18][CH3:19])[C:10]=1[NH2:21].[C:22](OC)(=[O:26])[C:23]([CH3:25])=O, predict the reaction product. The product is: [Cl:1][C:2]1[CH:7]=[C:6]([Cl:8])[CH:5]=[CH:4][C:3]=1[C:9]1[C:10]2[N:21]=[C:23]([CH3:25])[C:22](=[O:26])[N:15]([CH:16]([CH3:20])[CH2:17][O:18][CH3:19])[C:11]=2[N:12]=[CH:13][CH:14]=1. (6) Given the reactants [F:1][C:2]1[CH:3]=[CH:4][C:5]([CH2:8][C:9]([OH:11])=O)=[N:6][CH:7]=1.[NH2:12][C:13]1[CH:14]=[C:15]([C:19]([C:21]2[C:29]3[CH:28]=[N:27][CH:26]=[N:25][C:24]=3[N:23]([C:30]([CH3:33])([CH3:32])[CH3:31])[CH:22]=2)=[O:20])[CH:16]=[N:17][CH:18]=1.CCCP(O)(O)=O.C(N(CC)CC)C, predict the reaction product. The product is: [C:30]([N:23]1[C:24]2[N:25]=[CH:26][N:27]=[CH:28][C:29]=2[C:21]([C:19]([C:15]2[CH:14]=[C:13]([NH:12][C:9](=[O:11])[CH2:8][C:5]3[CH:4]=[CH:3][C:2]([F:1])=[CH:7][N:6]=3)[CH:18]=[N:17][CH:16]=2)=[O:20])=[CH:22]1)([CH3:33])([CH3:31])[CH3:32]. (7) Given the reactants [Br:1][C:2]1[CH:3]=[C:4]([CH:14]=[C:15]([N+:17]([O-])=O)[CH:16]=1)[O:5][C:6]1[CH:11]=[CH:10][C:9]([F:12])=[CH:8][C:7]=1[F:13].[Cl-].[NH4+].O.C(O)C, predict the reaction product. The product is: [Br:1][C:2]1[CH:16]=[C:15]([CH:14]=[C:4]([O:5][C:6]2[CH:11]=[CH:10][C:9]([F:12])=[CH:8][C:7]=2[F:13])[CH:3]=1)[NH2:17]. (8) Given the reactants BrC1C(N)=NC=C([C:8]([F:11])([F:10])[F:9])C=1.[C:13]([CH2:16][C:17](=O)[CH3:18])(=O)[CH3:14].C(=O)([O-])[O-].[Cs+].[Cs+].[NH3:26].[Cl-].[NH4+:28].C[N:30]1[C:34](=O)CCC1, predict the reaction product. The product is: [CH3:34][NH:30][C:18]1[C:17]([NH2:28])=[CH:16][C:13]([C:8]([F:9])([F:10])[F:11])=[CH:14][N:26]=1. (9) Given the reactants [NH2:1][C:2]1[CH:6]=[CH:5][S:4][C:3]=1[C:7]([O:9]C)=O.[CH3:11][N:12]1[C:16]([C:17]#[N:18])=[CH:15][CH:14]=[N:13]1.CC(C)([O-])C.[K+], predict the reaction product. The product is: [CH3:11][N:12]1[C:16]([C:17]2[N:18]=[C:7]([OH:9])[C:3]3[S:4][CH:5]=[CH:6][C:2]=3[N:1]=2)=[CH:15][CH:14]=[N:13]1.